From a dataset of Full USPTO retrosynthesis dataset with 1.9M reactions from patents (1976-2016). Predict the reactants needed to synthesize the given product. (1) Given the product [F:22][C:23]1[CH:24]=[CH:25][C:26]([CH2:29][CH2:30][N:31]2[CH2:36][CH2:35][N:34]([C:2]3[CH:7]=[CH:6][C:5]4[C:8]5[CH2:13][CH2:12][N:11]([C:14]([O:16][C:17]([CH3:20])([CH3:19])[CH3:18])=[O:15])[CH2:10][C:9]=5[S:21][C:4]=4[CH:3]=3)[C:33](=[O:37])[CH2:32]2)=[N:27][CH:28]=1, predict the reactants needed to synthesize it. The reactants are: Br[C:2]1[CH:7]=[CH:6][C:5]2[C:8]3[CH2:13][CH2:12][N:11]([C:14]([O:16][C:17]([CH3:20])([CH3:19])[CH3:18])=[O:15])[CH2:10][C:9]=3[S:21][C:4]=2[CH:3]=1.[F:22][C:23]1[CH:24]=[CH:25][C:26]([CH2:29][CH2:30][N:31]2[CH2:36][CH2:35][NH:34][C:33](=[O:37])[CH2:32]2)=[N:27][CH:28]=1. (2) Given the product [NH2:4][C:5]1[CH:10]=[C:9]([O:11][C:12]2[C:17]([F:18])=[CH:16][C:15]([NH:19][C:20]([C:22]3[C:23](=[O:38])[N:24]([C:31]4[CH:32]=[CH:33][C:34]([F:37])=[CH:35][CH:36]=4)[CH:25]=[CH:26][C:27]=3[O:28][CH2:29][CH3:30])=[O:21])=[C:14]([F:39])[CH:13]=2)[CH:8]=[CH:7][N:6]=1, predict the reactants needed to synthesize it. The reactants are: C([NH:4][C:5]1[CH:10]=[C:9]([O:11][C:12]2[C:17]([F:18])=[CH:16][C:15]([NH:19][C:20]([C:22]3[C:23](=[O:38])[N:24]([C:31]4[CH:36]=[CH:35][C:34]([F:37])=[CH:33][CH:32]=4)[CH:25]=[CH:26][C:27]=3[O:28][CH2:29][CH3:30])=[O:21])=[C:14]([F:39])[CH:13]=2)[CH:8]=[CH:7][N:6]=1)(=O)C.C([O-])([O-])=O.[K+].[K+]. (3) Given the product [CH3:17][N:16]1[CH2:15][CH2:14][C:13]([CH3:18])=[CH:12][CH:11]1[C:4]1[CH:5]=[CH:6][C:7]([OH:9])=[CH:8][C:3]=1[OH:2], predict the reactants needed to synthesize it. The reactants are: C[O:2][C:3]1[CH:8]=[C:7]([O:9]C)[CH:6]=[CH:5][C:4]=1[CH:11]1[N:16]([CH3:17])[CH2:15][CH2:14][C:13]([CH3:18])=[CH:12]1.B(Br)(Br)Br.C(=O)(O)[O-].[Na+]. (4) Given the product [N:1]1([CH2:7][CH2:8][CH2:9][N:10]2[C:16](=[O:17])[CH2:15][CH2:14][N:13]([C:19]3[CH:24]=[CH:23][CH:22]=[C:21]([C:25]([F:28])([F:27])[F:26])[CH:20]=3)[CH2:12][CH2:11]2)[CH2:2][CH2:3][CH2:4][CH2:5][CH2:6]1, predict the reactants needed to synthesize it. The reactants are: [N:1]1([CH2:7][CH2:8][CH2:9][N:10]2[C:16](=[O:17])[CH2:15][CH2:14][NH:13][CH2:12][CH2:11]2)[CH2:6][CH2:5][CH2:4][CH2:3][CH2:2]1.I[C:19]1[CH:20]=[C:21]([C:25]([F:28])([F:27])[F:26])[CH:22]=[CH:23][CH:24]=1.C1(P(C2C=CC=CC=2)C2C=CC3C(=CC=CC=3)C=2C2C3C(=CC=CC=3)C=CC=2P(C2C=CC=CC=2)C2C=CC=CC=2)C=CC=CC=1.C(=O)([O-])[O-].[Cs+].[Cs+]. (5) Given the product [NH2:20][C:18]1[CH:17]=[CH:16][C:9]2[N:10]([CH2:11][C:12]([F:15])([F:14])[F:13])[C@H:5]([CH2:1][CH:2]([CH3:4])[CH3:3])[CH2:6][O:7][C:8]=2[CH:19]=1, predict the reactants needed to synthesize it. The reactants are: [CH2:1]([C@H:5]1[N:10]([CH2:11][C:12]([F:15])([F:14])[F:13])[C:9]2[CH:16]=[CH:17][C:18]([N+:20]([O-])=O)=[CH:19][C:8]=2[O:7][CH2:6]1)[CH:2]([CH3:4])[CH3:3]. (6) Given the product [NH2:1][C:4]1[C:14]2[NH:13][CH2:12][CH2:11][NH:10][C:9](=[O:15])[C:8]=2[CH:7]=[CH:6][CH:5]=1, predict the reactants needed to synthesize it. The reactants are: [N+:1]([C:4]1[C:14]2[NH:13][CH2:12][CH2:11][NH:10][C:9](=[O:15])[C:8]=2[CH:7]=[CH:6][CH:5]=1)([O-])=O.[H][H]. (7) Given the product [NH2:33][C:24]1[CH:23]=[C:22]([CH:27]=[CH:26][C:25]=1[N:28]1[CH:32]=[N:31][CH:30]=[N:29]1)[C:21]([NH:20][C:4]1[C:5]([CH3:19])=[CH:6][C:7]([C:9]([F:18])([C:14]([F:15])([F:16])[F:17])[C:10]([F:12])([F:13])[F:11])=[CH:8][C:3]=1[CH2:1][CH3:2])=[O:36], predict the reactants needed to synthesize it. The reactants are: [CH2:1]([C:3]1[CH:8]=[C:7]([C:9]([F:18])([C:14]([F:17])([F:16])[F:15])[C:10]([F:13])([F:12])[F:11])[CH:6]=[C:5]([CH3:19])[C:4]=1[NH:20][C:21](=[O:36])[C:22]1[CH:27]=[CH:26][C:25]([N:28]2[CH:32]=[N:31][CH:30]=[N:29]2)=[C:24]([N+:33]([O-])=O)[CH:23]=1)[CH3:2].O.O.[Sn](Cl)Cl.Cl.C(=O)([O-])[O-].[K+].[K+]. (8) Given the product [N+:20]([C:17]1[CH:16]=[CH:15][C:14]([CH2:13][C@@H:12]([C:23]([OH:25])=[O:24])[NH2:11])=[CH:19][CH:18]=1)([O-:22])=[O:21], predict the reactants needed to synthesize it. The reactants are: C([NH:11][C@H:12]([C:23]([OH:25])=[O:24])[CH2:13][C:14]1[CH:19]=[CH:18][C:17]([N+:20]([O-:22])=[O:21])=[CH:16][CH:15]=1)(OCC1C=CC=CC=1)=O.CC(=C)C.S(=O)(=O)(O)O.C(=O)([O-])[O-].[Na+].[Na+]. (9) Given the product [NH2:33][C:11]1[CH:10]=[C:9]([C:7]([C:5]2[S:6][C:2]([Br:1])=[C:3]([CH2:36][C:37]([O:39][CH2:40][CH3:41])=[O:38])[CH:4]=2)=[O:8])[CH:14]=[CH:13][C:12]=1[C:15]#[C:16][C:17]1[CH:18]=[CH:19][C:20]([C:21]([O:23][CH2:24][C:25]2[CH:30]=[CH:29][CH:28]=[CH:27][CH:26]=2)=[O:22])=[CH:31][CH:32]=1, predict the reactants needed to synthesize it. The reactants are: [Br:1][C:2]1[S:6][C:5]([C:7]([C:9]2[CH:14]=[CH:13][C:12]([C:15]#[C:16][C:17]3[CH:32]=[CH:31][C:20]([C:21]([O:23][CH2:24][C:25]4[CH:30]=[CH:29][CH:28]=[CH:27][CH:26]=4)=[O:22])=[CH:19][CH:18]=3)=[C:11]([N+:33]([O-])=O)[CH:10]=2)=[O:8])=[CH:4][C:3]=1[CH2:36][C:37]([O:39][CH2:40][CH3:41])=[O:38].C([O-])(O)=O.[Na+].